Dataset: Forward reaction prediction with 1.9M reactions from USPTO patents (1976-2016). Task: Predict the product of the given reaction. Given the reactants [NH:1]1[CH2:6][CH2:5][CH:4]([N:7]2[C:12](=[O:13])[CH2:11][O:10][C@H:9]3[CH2:14][CH2:15][CH2:16][CH2:17][C@H:8]23)[CH2:3][CH2:2]1.[CH:18]1([CH2:21][O:22][CH:23]2[CH2:28][CH2:27][C:26](=O)[CH2:25][CH2:24]2)[CH2:20][CH2:19]1, predict the reaction product. The product is: [CH:18]1([CH2:21][O:22][CH:23]2[CH2:24][CH2:25][CH:26]([N:1]3[CH2:2][CH2:3][CH:4]([N:7]4[C:12](=[O:13])[CH2:11][O:10][C@H:9]5[CH2:14][CH2:15][CH2:16][CH2:17][C@H:8]45)[CH2:5][CH2:6]3)[CH2:27][CH2:28]2)[CH2:20][CH2:19]1.